From a dataset of NCI-60 drug combinations with 297,098 pairs across 59 cell lines. Regression. Given two drug SMILES strings and cell line genomic features, predict the synergy score measuring deviation from expected non-interaction effect. (1) Drug 1: CC(C1=C(C=CC(=C1Cl)F)Cl)OC2=C(N=CC(=C2)C3=CN(N=C3)C4CCNCC4)N. Drug 2: CC12CCC(CC1=CCC3C2CCC4(C3CC=C4C5=CN=CC=C5)C)O. Cell line: HCT116. Synergy scores: CSS=22.9, Synergy_ZIP=-6.82, Synergy_Bliss=3.61, Synergy_Loewe=-2.49, Synergy_HSA=3.02. (2) Drug 1: CC1=C2C(C(=O)C3(C(CC4C(C3C(C(C2(C)C)(CC1OC(=O)C(C(C5=CC=CC=C5)NC(=O)OC(C)(C)C)O)O)OC(=O)C6=CC=CC=C6)(CO4)OC(=O)C)OC)C)OC. Drug 2: CC12CCC3C(C1CCC2=O)CC(=C)C4=CC(=O)C=CC34C. Cell line: M14. Synergy scores: CSS=53.4, Synergy_ZIP=0.217, Synergy_Bliss=-2.10, Synergy_Loewe=-3.70, Synergy_HSA=1.49. (3) Drug 1: CC(C)(C#N)C1=CC(=CC(=C1)CN2C=NC=N2)C(C)(C)C#N. Drug 2: C1=NNC2=C1C(=O)NC=N2. Cell line: SK-MEL-28. Synergy scores: CSS=-3.73, Synergy_ZIP=0.665, Synergy_Bliss=-1.89, Synergy_Loewe=-3.37, Synergy_HSA=-3.69. (4) Drug 1: C1=NC2=C(N=C(N=C2N1C3C(C(C(O3)CO)O)O)F)N. Drug 2: CC=C1C(=O)NC(C(=O)OC2CC(=O)NC(C(=O)NC(CSSCCC=C2)C(=O)N1)C(C)C)C(C)C. Cell line: ACHN. Synergy scores: CSS=18.0, Synergy_ZIP=-6.27, Synergy_Bliss=-0.142, Synergy_Loewe=-40.6, Synergy_HSA=1.02. (5) Drug 1: CC=C1C(=O)NC(C(=O)OC2CC(=O)NC(C(=O)NC(CSSCCC=C2)C(=O)N1)C(C)C)C(C)C. Drug 2: CC(C)CN1C=NC2=C1C3=CC=CC=C3N=C2N. Cell line: SN12C. Synergy scores: CSS=35.6, Synergy_ZIP=5.01, Synergy_Bliss=2.42, Synergy_Loewe=-4.63, Synergy_HSA=-4.58.